This data is from Reaction yield outcomes from USPTO patents with 853,638 reactions. The task is: Predict the reaction yield, written as a fraction of the theoretical maximum amount of product (1.0 means a 100% yield; for example, 0.34 means a 34% yield). (1) The reactants are C([Li])CCC.Br[C:7]1[C:16]2[C:11](=[CH:12][CH:13]=[CH:14][CH:15]=2)[C:10]([F:17])=[CH:9][CH:8]=1.[C:18](OCC)(=[O:24])[C:19]([O:21][CH2:22][CH3:23])=[O:20].Cl. The catalyst is C1COCC1.O.CCOC(C)=O. The product is [F:17][C:10]1[C:11]2[C:16](=[CH:15][CH:14]=[CH:13][CH:12]=2)[C:7]([C:18](=[O:24])[C:19]([O:21][CH2:22][CH3:23])=[O:20])=[CH:8][CH:9]=1. The yield is 0.760. (2) The reactants are [CH3:1][O:2][C:3]1[CH:4]=[C:5]2[C:10](=[CH:11][C:12]=1[O:13][CH3:14])[N:9]=[CH:8][CH:7]=[C:6]2[O:15][C:16]1[CH:22]=[CH:21][C:19]([NH2:20])=[CH:18][CH:17]=1.C1(C)C=CC=CC=1.C(N(CC)CC)C.Cl[C:38](Cl)([O:40]C(=O)OC(Cl)(Cl)Cl)Cl.[CH3:49][O:50][C:51]1[CH:59]=[CH:58][C:54]([CH:55]([OH:57])[CH3:56])=[CH:53][CH:52]=1. The product is [CH3:1][O:2][C:3]1[CH:4]=[C:5]2[C:10](=[CH:11][C:12]=1[O:13][CH3:14])[N:9]=[CH:8][CH:7]=[C:6]2[O:15][C:16]1[CH:22]=[CH:21][C:19]([NH:20][C:38](=[O:40])[O:57][CH:55]([C:54]2[CH:58]=[CH:59][C:51]([O:50][CH3:49])=[CH:52][CH:53]=2)[CH3:56])=[CH:18][CH:17]=1. The yield is 0.590. The catalyst is C(Cl)Cl. (3) The product is [Cl:37][C:36]1[C:32]([CH:30]([O:29][C:27]([NH:26][C:25]2[CH:24]=[C:23]([F:38])[S:22][C:21]=2[C:18]2[CH:17]=[CH:16][C:15]([C:12]3[CH:13]=[CH:14][C:9]([C:6]4([C:4]([OH:5])=[O:3])[CH2:7][CH2:8]4)=[CH:10][CH:11]=3)=[CH:20][CH:19]=2)=[O:28])[CH3:31])=[CH:33][S:34][CH:35]=1. The yield is 0.0600. The reactants are C([O:3][C:4]([C:6]1([C:9]2[CH:14]=[CH:13][C:12]([C:15]3[CH:20]=[CH:19][C:18]([C:21]4[S:22][C:23]([F:38])=[CH:24][C:25]=4[NH:26][C:27]([O:29][CH:30]([C:32]4[C:36]([Cl:37])=[CH:35][S:34][CH:33]=4)[CH3:31])=[O:28])=[CH:17][CH:16]=3)=[CH:11][CH:10]=2)[CH2:8][CH2:7]1)=[O:5])C.[OH-].[Na+].Cl. The catalyst is C(O)(C)C. (4) The reactants are Cl.[CH3:2][O:3][CH2:4][C@@H:5]([NH:13][C:14](=[O:29])[C@H:15]([NH2:28])[C:16]1[CH:21]=[CH:20][C:19]([C:22]2[CH:27]=[CH:26][CH:25]=[CH:24][CH:23]=2)=[CH:18][CH:17]=1)[CH2:6][C:7]1[CH:12]=[CH:11][CH:10]=[CH:9][CH:8]=1.[CH2:30]([O:32][C:33]([CH2:35][C@@H:36]([CH2:40][CH:41]([CH3:43])[CH3:42])[C:37](O)=[O:38])=[O:34])[CH3:31].C1C=CC2N(O)N=NC=2C=1.C(Cl)CCl.CN1CCOCC1. No catalyst specified. The product is [CH3:2][O:3][CH2:4][C@@H:5]([NH:13][C:14]([C@@H:15]([C:16]1[CH:17]=[CH:18][C:19]([C:22]2[CH:27]=[CH:26][CH:25]=[CH:24][CH:23]=2)=[CH:20][CH:21]=1)[NH:28][C:37]([C@H:36]([CH2:40][CH:41]([CH3:42])[CH3:43])[CH2:35][C:33]([O:32][CH2:30][CH3:31])=[O:34])=[O:38])=[O:29])[CH2:6][C:7]1[CH:8]=[CH:9][CH:10]=[CH:11][CH:12]=1. The yield is 0.780. (5) The reactants are [NH2:1][C@H:2]1[CH2:7][CH2:6][C@H:5]([NH:8][C:9]2[N:18]=[CH:17][C:16]3[C:11](=[CH:12][C:13]([C:19]([NH:21][CH2:22][C:23]4[CH:28]=[CH:27][CH:26]=[CH:25][CH:24]=4)=[O:20])=[CH:14][CH:15]=3)[N:10]=2)[CH2:4][CH2:3]1.[C:29](Cl)(=[O:31])C.C(N([CH2:38][CH3:39])CC)C.Cl[CH:41](Cl)C.C(COC)OC. No catalyst specified. The product is [CH2:22]([NH:21][C:19]([C:13]1[CH:12]=[C:11]2[C:16]([CH:17]=[N:18][C:9]([NH:8][C@H:5]3[CH2:4][CH2:3][C@H:2]([NH:1][C:29](=[O:31])[CH:38]([CH3:39])[CH3:41])[CH2:7][CH2:6]3)=[N:10]2)=[CH:15][CH:14]=1)=[O:20])[C:23]1[CH:24]=[CH:25][CH:26]=[CH:27][CH:28]=1. The yield is 0.0950. (6) The reactants are Cl[CH2:2][CH2:3][C:4]([C:6]1[CH:11]=[CH:10][C:9]([F:12])=[C:8]([F:13])[CH:7]=1)=[O:5].CN(C)C=O.C1(C=C(O)C=C(O)C=1)O.[N:28]([O-:30])=[O:29].[Na+]. The catalyst is [I-].[Na+].O.C1(C)C=CC=CC=1. The product is [F:13][C:8]1[CH:7]=[C:6]([C:4](=[O:5])[CH2:3][CH2:2][N+:28]([O-:30])=[O:29])[CH:11]=[CH:10][C:9]=1[F:12]. The yield is 0.781. (7) The reactants are [OH:1][C:2]1[CH:3]=[CH:4][C:5]([N+:10]([O-:12])=[O:11])=[C:6]([CH:9]=1)[C:7]#[N:8].C(=O)([O-])[O-].[K+].[K+].[CH:19](I)([CH3:21])[CH3:20]. The catalyst is CN(C=O)C. The product is [CH:19]([O:1][C:2]1[CH:3]=[CH:4][C:5]([N+:10]([O-:12])=[O:11])=[C:6]([CH:9]=1)[C:7]#[N:8])([CH3:21])[CH3:20]. The yield is 0.900. (8) The reactants are Cl.[CH3:2][O:3][NH:4][CH3:5].[CH2:6]([O:13][C:14]([NH:16][C@@H:17]([CH3:21])[C:18]([OH:20])=O)=[O:15])[C:7]1[CH:12]=[CH:11][CH:10]=[CH:9][CH:8]=1.[Cl-].COC1N=C(OC)N=C([N+]2(C)CCOCC2)N=1. The catalyst is [OH-].[Na+].C(#N)C. The product is [CH3:2][O:3][N:4]([CH3:5])[C:18](=[O:20])[C@@H:17]([NH:16][C:14](=[O:15])[O:13][CH2:6][C:7]1[CH:8]=[CH:9][CH:10]=[CH:11][CH:12]=1)[CH3:21]. The yield is 0.930. (9) The reactants are C[O:2][C:3]([C:5]1[CH:6]=[CH:7][C:8]2[O:17][CH2:16][CH2:15][C:14]3[N:10]([N:11]=[C:12]([C:18]4[N:19]([CH2:23][C:24]([F:27])([F:26])[F:25])[N:20]=[CH:21][N:22]=4)[CH:13]=3)[C:9]=2[CH:28]=1)=[O:4].[OH-].[Li+]. The catalyst is O1CCOCC1.O. The product is [F:26][C:24]([F:25])([F:27])[CH2:23][N:19]1[C:18]([C:12]2[CH:13]=[C:14]3[N:10]([N:11]=2)[C:9]2[CH:28]=[C:5]([C:3]([OH:4])=[O:2])[CH:6]=[CH:7][C:8]=2[O:17][CH2:16][CH2:15]3)=[N:22][CH:21]=[N:20]1. The yield is 0.980. (10) The product is [Cl:25][C:26]1[CH:31]=[C:30]([C:32]([F:33])([F:34])[F:35])[CH:29]=[CH:28][C:27]=1[C:5]1[C:4]([C:3]([OH:2])=[O:24])=[CH:9][C:8]([C:10]2[S:11][CH:12]=[C:13]([C:15]3[CH:20]=[CH:19][C:18]([Cl:21])=[C:17]([Cl:22])[CH:16]=3)[N:14]=2)=[CH:7][CH:6]=1. The reactants are C[O:2][C:3](=[O:24])[C:4]1[CH:9]=[C:8]([C:10]2[S:11][CH:12]=[C:13]([C:15]3[CH:20]=[CH:19][C:18]([Cl:21])=[C:17]([Cl:22])[CH:16]=3)[N:14]=2)[CH:7]=[CH:6][C:5]=1Br.[Cl:25][C:26]1[CH:31]=[C:30]([C:32]([F:35])([F:34])[F:33])[CH:29]=[CH:28][C:27]=1B(O)O. The yield is 0.0200. No catalyst specified.